This data is from Full USPTO retrosynthesis dataset with 1.9M reactions from patents (1976-2016). The task is: Predict the reactants needed to synthesize the given product. (1) Given the product [CH3:35][N:34]1[C:27]2[N:28]([C:29](=[O:31])[N:30]=[C:25]([O:3][CH2:4][C:5]3[CH:6]=[N:7][C:8]([O:13][C:14]4[CH:19]=[CH:18][CH:17]=[C:16]([C:20]([F:23])([F:21])[F:22])[CH:15]=4)=[C:9]([CH:12]=3)[C:10]#[N:11])[CH:26]=2)[CH2:32][CH2:33]1, predict the reactants needed to synthesize it. The reactants are: [H-].[Na+].[OH:3][CH2:4][C:5]1[CH:6]=[N:7][C:8]([O:13][C:14]2[CH:19]=[CH:18][CH:17]=[C:16]([C:20]([F:23])([F:22])[F:21])[CH:15]=2)=[C:9]([CH:12]=1)[C:10]#[N:11].Cl[C:25]1[CH:26]=[C:27]2[N:34]([CH3:35])[CH2:33][CH2:32][N:28]2[C:29](=[O:31])[N:30]=1. (2) Given the product [CH3:28][O:27][N:26]([CH3:25])[C:6]([C:5]1[CH:4]=[C:3]2[CH2:9][CH2:10][CH2:11][N:2]2[N:1]=1)=[O:7], predict the reactants needed to synthesize it. The reactants are: [N:1]1[N:2]2[CH2:11][CH2:10][CH2:9][C:3]2=[CH:4][C:5]=1[C:6]([O-])=[O:7].[K+].CN(C)C=O.C(Cl)(=O)C(Cl)=O.Cl.[CH3:25][NH:26][O:27][CH3:28].N1C=CC=CC=1. (3) Given the product [Cl:23][C:24]1[C:25]([F:33])=[C:26]([C:2]2[CH:3]=[C:4]([C:9]3[N:13]4[CH:14]=[CH:15][C:16]([C:19]([OH:22])([CH3:21])[CH3:20])=[C:17]([F:18])[C:12]4=[N:11][CH:10]=3)[CH:5]=[CH:6][C:7]=2[F:8])[CH:27]=[CH:28][CH:29]=1, predict the reactants needed to synthesize it. The reactants are: Cl[C:2]1[CH:3]=[C:4]([C:9]2[N:13]3[CH:14]=[CH:15][C:16]([C:19]([OH:22])([CH3:21])[CH3:20])=[C:17]([F:18])[C:12]3=[N:11][CH:10]=2)[CH:5]=[CH:6][C:7]=1[F:8].[Cl:23][C:24]1[C:25]([F:33])=[C:26](B(O)O)[CH:27]=[CH:28][CH:29]=1. (4) Given the product [C:22]([N:13]1[CH2:14][CH2:15][C:9]2[CH:8]=[C:7]([O:6][CH2:5][C:4]3[CH:19]=[CH:20][CH:21]=[C:2]([Cl:1])[CH:3]=3)[CH:18]=[CH:17][C:10]=2[CH2:11][C:12]1=[O:16])(=[O:24])[CH3:23], predict the reactants needed to synthesize it. The reactants are: [Cl:1][C:2]1[CH:3]=[C:4]([CH:19]=[CH:20][CH:21]=1)[CH2:5][O:6][C:7]1[CH:18]=[CH:17][C:10]2[CH2:11][C:12](=[O:16])[NH:13][CH2:14][CH2:15][C:9]=2[CH:8]=1.[C:22]([O-])(=[O:24])[CH3:23].[Na+].O.ClCCl. (5) Given the product [Br:1][C:2]1[CH:20]=[CH:19][CH:18]=[CH:17][C:3]=1[C:4]1[O:9][C:8]([NH:10][C:11]2[CH:16]=[CH:15][CH:14]=[CH:13][CH:12]=2)=[N:7][N:6]=1, predict the reactants needed to synthesize it. The reactants are: [Br:1][C:2]1[CH:20]=[CH:19][CH:18]=[CH:17][C:3]=1[C:4]([NH:6][NH:7][C:8]([NH:10][C:11]1[CH:16]=[CH:15][CH:14]=[CH:13][CH:12]=1)=[O:9])=O.C1(P(C2C=CC=CC=2)C2C=CC=CC=2)C=CC=CC=1.C(N(CC)CC)C.C(Cl)(Cl)(Cl)Cl.